From a dataset of Catalyst prediction with 721,799 reactions and 888 catalyst types from USPTO. Predict which catalyst facilitates the given reaction. (1) Reactant: [OH:1][C:2]1[C:3]([CH3:15])=[C:4]2[C:9](=[C:10]([CH3:13])[C:11]=1[CH3:12])[S:8][CH2:7][CH2:6][C:5]2=[O:14].[CH3:16][O:17][CH2:18]Cl.[H-].[Na+]. Product: [CH3:16][O:17][CH2:18][O:1][C:2]1[C:3]([CH3:15])=[C:4]2[C:9](=[C:10]([CH3:13])[C:11]=1[CH3:12])[S:8][CH2:7][CH2:6][C:5]2=[O:14]. The catalyst class is: 1. (2) Reactant: [OH:1][N:2]=[CH:3][C:4]1[CH:9]=[CH:8][C:7]([CH3:10])=[CH:6][CH:5]=1.Cl[O-].[Na+].[CH3:14][C:15]1[S:16][C:17]2[CH:23]=[CH:22][C:21]([O:24][CH2:25][CH:26]([OH:37])[CH2:27][N:28]3[CH2:33][CH2:32][N:31]([CH2:34][CH:35]=[CH2:36])[CH2:30][CH2:29]3)=[CH:20][C:18]=2[N:19]=1.C(N(CC)CC)C. Product: [CH3:14][C:15]1[S:16][C:17]2[CH:23]=[CH:22][C:21]([O:24][CH2:25][C@H:26]([OH:37])[CH2:27][N:28]3[CH2:33][CH2:32][N:31]([CH2:34][CH:35]4[O:1][N:2]=[C:3]([C:4]5[CH:9]=[CH:8][C:7]([CH3:10])=[CH:6][CH:5]=5)[CH2:36]4)[CH2:30][CH2:29]3)=[CH:20][C:18]=2[N:19]=1. The catalyst class is: 98. (3) Reactant: [O:1]1[C:6]2[CH:7]=[CH:8][CH:9]=[CH:10][C:5]=2[NH:4][C:3](=[O:11])[CH2:2]1.[H-].[Na+].Br[CH2:15][C:16]([O:18][C:19]([CH3:22])([CH3:21])[CH3:20])=[O:17].C(O)(=O)CC(CC(O)=O)(C(O)=O)O. Product: [C:19]([O:18][C:16](=[O:17])[CH2:15][N:4]1[C:5]2[CH:10]=[CH:9][CH:8]=[CH:7][C:6]=2[O:1][CH2:2][C:3]1=[O:11])([CH3:22])([CH3:21])[CH3:20]. The catalyst class is: 9. (4) Reactant: C[Al](C)C.[F:5][C:6]([F:13])([C:9]([F:12])([F:11])[F:10])[CH2:7][NH2:8].C[O:15][C:16](=O)[C:17]1[CH:22]=[CH:21][C:20]([O:23][CH2:24][C:25]2[C:26]([C:32]3[CH:37]=[CH:36][C:35]([F:38])=[C:34]([F:39])[CH:33]=3)=[N:27][O:28][C:29]=2[CH2:30][OH:31])=[N:19][CH:18]=1. Product: [F:39][C:34]1[CH:33]=[C:32]([C:26]2[C:25]([CH2:24][O:23][C:20]3[CH:21]=[CH:22][C:17]([C:16]([NH:8][CH2:7][C:6]([F:13])([F:5])[C:9]([F:12])([F:11])[F:10])=[O:15])=[CH:18][N:19]=3)=[C:29]([CH2:30][OH:31])[O:28][N:27]=2)[CH:37]=[CH:36][C:35]=1[F:38]. The catalyst class is: 12. (5) Reactant: Cl.[NH2:2]O.[Cl:4][C:5]1[CH:10]=[C:9]([NH:11][S:12]([CH3:15])(=[O:14])=[O:13])[CH:8]=[CH:7][C:6]=1[C:16](=[O:27])[C:17](=[CH:23]OCC)[C:18]([CH:20]1[CH2:22][CH2:21]1)=[O:19].C([O-])(=O)C.[Na+].O. Product: [Cl:4][C:5]1[CH:10]=[C:9]([NH:11][S:12]([CH3:15])(=[O:14])=[O:13])[CH:8]=[CH:7][C:6]=1[C:16]([C:17]1[CH:23]=[N:2][O:19][C:18]=1[CH:20]1[CH2:22][CH2:21]1)=[O:27]. The catalyst class is: 8. (6) Product: [F:12][C:9]1[CH:10]=[C:11]2[C:6]([CH:5]=[CH:4][C:3]([CH3:13])=[C:2]2[CH:21]=[O:22])=[CH:7][CH:8]=1. Reactant: Br[C:2]1[C:11]2[C:6](=[CH:7][CH:8]=[C:9]([F:12])[CH:10]=2)[CH:5]=[CH:4][C:3]=1[CH3:13].C([Li])CCC.CN(C)[CH:21]=[O:22]. The catalyst class is: 7. (7) Reactant: C(OC([NH:8][C@H:9]1[C@@H:14]([N:15]2[CH:19]=[CH:18][N:17]=[N:16]2)[C@@H:13]([CH3:20])[CH2:12][N:11]([C:21]2[CH:26]=[CH:25][N:24]=[CH:23][C:22]=2[NH:27][C:28]([C:30]2[C:39]([NH:40]C(=O)OCC3C=CC=CC=3)=[CH:38][C:37]3[C:32](=[CH:33][C:34]([N:51]4[CH2:56][CH2:55][N:54]([CH3:57])[CH2:53][CH2:52]4)=[CH:35][CH:36]=3)[N:31]=2)=[O:29])[CH2:10]1)=O)(C)(C)C.Cl.O1CCOCC1. Product: [NH2:40][C:39]1[C:30]([C:28]([NH:27][C:22]2[CH:23]=[N:24][CH:25]=[CH:26][C:21]=2[N:11]2[CH2:12][C@H:13]([CH3:20])[C@H:14]([N:15]3[CH:19]=[CH:18][N:17]=[N:16]3)[C@H:9]([NH2:8])[CH2:10]2)=[O:29])=[N:31][C:32]2[C:37]([CH:38]=1)=[CH:36][CH:35]=[C:34]([N:51]1[CH2:52][CH2:53][N:54]([CH3:57])[CH2:55][CH2:56]1)[CH:33]=2. The catalyst class is: 403. (8) Reactant: [CH3:1][CH:2]([CH3:43])[C@H:3]([NH:38][C:39](=[O:42])[O:40][CH3:41])[C:4](=[O:37])[N:5]1[CH2:9][CH2:8][CH2:7][C@H:6]1[C:10]1[NH:11][C:12]([C:15]2[CH:20]=[CH:19][C:18]([C:21]3[CH:26]=[CH:25][C:24]([C:27]4[NH:31][C:30]([C@@H:32]5[CH2:36][CH2:35][CH2:34][NH:33]5)=[N:29][CH:28]=4)=[CH:23][CH:22]=3)=[CH:17][CH:16]=2)=[CH:13][N:14]=1.CCN(C(C)C)C(C)C.[CH3:53][CH:54]([CH3:66])[C@H:55]([NH:59][C:60]1[CH:61]=[N:62][CH:63]=[CH:64][CH:65]=1)[C:56](O)=[O:57].CN(C(ON1N=NC2C=CC=NC1=2)=[N+](C)C)C.F[P-](F)(F)(F)(F)F. Product: [CH3:1][CH:2]([CH3:43])[C@H:3]([NH:38][C:39](=[O:42])[O:40][CH3:41])[C:4]([N:5]1[CH2:9][CH2:8][CH2:7][C@H:6]1[C:10]1[NH:11][C:12]([C:15]2[CH:20]=[CH:19][C:18]([C:21]3[CH:22]=[CH:23][C:24]([C:27]4[NH:31][C:30]([C@@H:32]5[CH2:36][CH2:35][CH2:34][N:33]5[C:56](=[O:57])[C@H:55]([CH:54]([CH3:53])[CH3:66])[NH:59][C:60]5[CH:61]=[N:62][CH:63]=[CH:64][CH:65]=5)=[N:29][CH:28]=4)=[CH:25][CH:26]=3)=[CH:17][CH:16]=2)=[CH:13][N:14]=1)=[O:37]. The catalyst class is: 3. (9) Reactant: Cl.[NH2:2][CH2:3][CH2:4][C:5]1[CH:10]=[CH:9][C:8]([C:11]2[CH:27]=[CH:26][C:14]([O:15][CH:16]([CH3:25])[CH2:17][NH:18][S:19]([CH:22]([CH3:24])[CH3:23])(=[O:21])=[O:20])=[CH:13][CH:12]=2)=[CH:7][CH:6]=1.C(N(CC)CC)C.[CH3:35][S:36](Cl)(=[O:38])=[O:37]. Product: [CH3:24][CH:22]([S:19]([NH:18][CH2:17][CH:16]([O:15][C:14]1[CH:26]=[CH:27][C:11]([C:8]2[CH:7]=[CH:6][C:5]([CH2:4][CH2:3][NH:2][S:36]([CH3:35])(=[O:38])=[O:37])=[CH:10][CH:9]=2)=[CH:12][CH:13]=1)[CH3:25])(=[O:21])=[O:20])[CH3:23]. The catalyst class is: 2. (10) The catalyst class is: 18. Product: [ClH:1].[Cl:1][C:2]1[CH:14]=[N:13][C:5]2[NH:6][C:7]3[CH2:12][CH2:11][N:10]([CH2:17][CH2:16][N:18]([CH2:22][CH3:23])[CH2:19][CH3:20])[CH2:9][C:8]=3[C:4]=2[CH:3]=1. Reactant: [Cl:1][C:2]1[CH:14]=[N:13][C:5]2[NH:6][C:7]3[CH2:12][CH2:11][NH:10][CH2:9][C:8]=3[C:4]=2[CH:3]=1.Cl.[CH2:16]([N:18]([CH2:22][CH3:23])[CH2:19][CH2:20]Cl)[CH3:17].C([O-])([O-])=O.[K+].[K+].[Na+].[I-].Cl.CCOCC.